Dataset: Catalyst prediction with 721,799 reactions and 888 catalyst types from USPTO. Task: Predict which catalyst facilitates the given reaction. (1) Reactant: [CH3:1][N:2]([CH:10]1[CH2:14][CH2:13][N:12]([C:15]2[CH:20]=[CH:19][N:18]=[CH:17][CH:16]=2)[CH2:11]1)C(=O)OC(C)(C)C.C([Cl:24])(=O)C. Product: [ClH:24].[ClH:24].[CH3:1][NH:2][CH:10]1[CH2:14][CH2:13][N:12]([C:15]2[CH:20]=[CH:19][N:18]=[CH:17][CH:16]=2)[CH2:11]1. The catalyst class is: 8. (2) Reactant: [Cl-].[C:2]([C@@H:5]1[CH2:9][CH:8]([CH2:10][OH:11])[CH2:7][NH2+:6]1)([OH:4])=[O:3].[OH-].[Na+].C(=O)(OC(C)(C)C)[O:15][C:16]([O:18][C:19]([CH3:22])([CH3:21])[CH3:20])=O. Product: [C:19]([O:18][C:16]([N:6]1[CH2:7][CH:8]([CH2:10][OH:11])[CH2:9][C@H:5]1[C:2]([OH:4])=[O:3])=[O:15])([CH3:22])([CH3:21])[CH3:20]. The catalyst class is: 20. (3) Reactant: [CH3:1][C:2]1[CH:7]=[CH:6][C:5]([C:8]2[CH:13]=[C:12]([O:14][CH:15]3[CH2:19][CH2:18][O:17][CH2:16]3)[CH:11]=[C:10]([C:20]([O:22]C)=[O:21])[CH:9]=2)=[CH:4][CH:3]=1.[OH-].[Li+].OS(O)(=O)=O. Product: [CH3:1][C:2]1[CH:3]=[CH:4][C:5]([C:8]2[CH:13]=[C:12]([O:14][CH:15]3[CH2:19][CH2:18][O:17][CH2:16]3)[CH:11]=[C:10]([C:20]([OH:22])=[O:21])[CH:9]=2)=[CH:6][CH:7]=1. The catalyst class is: 38.